From a dataset of Peptide-MHC class I binding affinity with 185,985 pairs from IEDB/IMGT. Regression. Given a peptide amino acid sequence and an MHC pseudo amino acid sequence, predict their binding affinity value. This is MHC class I binding data. (1) The peptide sequence is HSKRKCDEL. The MHC is HLA-A31:01 with pseudo-sequence HLA-A31:01. The binding affinity (normalized) is 0. (2) The MHC is HLA-A31:01 with pseudo-sequence HLA-A31:01. The peptide sequence is SFQQPLQQY. The binding affinity (normalized) is 0. (3) The peptide sequence is IGAHPIMYY. The MHC is HLA-A01:01 with pseudo-sequence HLA-A01:01. The binding affinity (normalized) is 0.00163. (4) The peptide sequence is TEVVGNVIL. The MHC is HLA-B40:01 with pseudo-sequence HLA-B40:01. The binding affinity (normalized) is 0.751. (5) The MHC is HLA-A02:02 with pseudo-sequence HLA-A02:02. The binding affinity (normalized) is 0.278. The peptide sequence is VSHFYFGAY.